Dataset: Full USPTO retrosynthesis dataset with 1.9M reactions from patents (1976-2016). Task: Predict the reactants needed to synthesize the given product. (1) Given the product [NH2:1][C:2]1[CH:3]=[C:4]([CH:16]=[CH:17][C:18]=1[F:19])[CH2:5][C:6]1[C:14]2[CH2:13][CH2:12][CH2:11][CH2:10][C:9]=2[C:8](=[O:7])[NH:22][N:21]=1, predict the reactants needed to synthesize it. The reactants are: [NH2:1][C:2]1[CH:3]=[C:4]([CH:16]=[CH:17][C:18]=1[F:19])[CH:5]=[C:6]1[C:14]2[CH2:13][CH2:12][CH2:11][CH2:10][C:9]=2[C:8](=O)[O:7]1.O.[NH2:21][NH2:22]. (2) The reactants are: CS(O[CH2:6][CH2:7][C:8]#[C:9][C:10]1[CH:15]=[CH:14][C:13]([C:16]2[N:17]=[C:18]3[CH:23]=[C:22]([CH3:24])[CH:21]=[CH:20][N:19]3[CH:25]=2)=[CH:12][CH:11]=1)(=O)=O.[NH:26]1[CH2:30][CH2:29][CH2:28][CH2:27]1.C(=O)([O-])[O-].[K+].[K+].CO.ClCCl. Given the product [N:26]1([CH2:6][CH2:7][C:8]#[C:9][C:10]2[CH:15]=[CH:14][C:13]([C:16]3[N:17]=[C:18]4[CH:23]=[C:22]([CH3:24])[CH:21]=[CH:20][N:19]4[CH:25]=3)=[CH:12][CH:11]=2)[CH2:30][CH2:29][CH2:28][CH2:27]1, predict the reactants needed to synthesize it. (3) Given the product [CH3:13][O:12][C:8]1([O:10][CH3:11])[CH2:7][CH:6]([C:4](=[O:5])[C:15]#[C:16][CH3:17])[CH2:9]1, predict the reactants needed to synthesize it. The reactants are: CON(C)[C:4]([CH:6]1[CH2:9][C:8]([O:12][CH3:13])([O:10][CH3:11])[CH2:7]1)=[O:5].[C:15]([Mg]Br)#[C:16][CH3:17].Cl.